From a dataset of Forward reaction prediction with 1.9M reactions from USPTO patents (1976-2016). Predict the product of the given reaction. (1) Given the reactants [S:1]1[CH:5]=[CH:4][N:3]=[C:2]1[C:6](=[O:8])[CH3:7], predict the reaction product. The product is: [S:1]1[C:5]([C:5]2[S:1][C:2]([C:6](=[O:8])[CH3:7])=[N:3][CH:4]=2)=[CH:4][N:3]=[C:2]1[C:6](=[O:8])[CH3:7]. (2) Given the reactants [CH2:1](Br)[C:2]#[CH:3].[CH2:5]([C:7]1[CH:12]=[C:11]([CH3:13])[CH:10]=[C:9]([CH2:14][CH3:15])[C:8]=1[CH:16]1[C:26](=[O:27])[CH2:25][C:19]2([CH2:24][CH2:23][O:22][CH2:21][CH2:20]2)[CH2:18][C:17]1=[O:28])[CH3:6].C(=O)([O-])[O-].[K+].[K+], predict the reaction product. The product is: [CH2:5]([C:7]1[CH:12]=[C:11]([CH3:13])[CH:10]=[C:9]([CH2:14][CH3:15])[C:8]=1[C:16]1[C:26](=[O:27])[CH2:25][C:19]2([CH2:18][C:17]=1[O:28][CH2:3][C:2]#[CH:1])[CH2:24][CH2:23][O:22][CH2:21][CH2:20]2)[CH3:6]. (3) The product is: [OH:1][C:2]1[C:7]([O:8][CH3:9])=[C:6]([O:10][CH3:11])[CH:5]=[CH:4][C:3]=1[C:12]1[CH:20]=[CH:19][CH:18]=[C:14]2[C:13]=1[CH2:17][NH:16][C:15]2=[O:32]. Given the reactants [OH:1][C:2]1[C:7]([O:8][CH3:9])=[C:6]([O:10][CH3:11])[CH:5]=[CH:4][C:3]=1[C:12]1[CH:13]=[C:14]2[C:18](=[CH:19][CH:20]=1)[C:17](=O)[NH:16][CH2:15]2.BrC1C=CC=C2C=1CNC2=[O:32], predict the reaction product. (4) Given the reactants [CH3:1][S:2]([C:5]1[CH:10]=[CH:9][C:8]([C:11]2[N:16]=[CH:15][C:14]([CH2:17][NH:18][CH:19]3[CH2:24][CH2:23][N:22]([C:25]([O:27][C:28]([CH3:31])([CH3:30])[CH3:29])=[O:26])[CH2:21][CH2:20]3)=[CH:13][CH:12]=2)=[CH:7][CH:6]=1)(=[O:4])=[O:3].C=O.[BH-](OC(C)=O)(OC(C)=O)O[C:36](C)=O.[Na+].[OH-].[Na+], predict the reaction product. The product is: [CH3:36][N:18]([CH2:17][C:14]1[CH:15]=[N:16][C:11]([C:8]2[CH:9]=[CH:10][C:5]([S:2]([CH3:1])(=[O:3])=[O:4])=[CH:6][CH:7]=2)=[CH:12][CH:13]=1)[CH:19]1[CH2:24][CH2:23][N:22]([C:25]([O:27][C:28]([CH3:31])([CH3:30])[CH3:29])=[O:26])[CH2:21][CH2:20]1.